This data is from Forward reaction prediction with 1.9M reactions from USPTO patents (1976-2016). The task is: Predict the product of the given reaction. (1) Given the reactants [CH2:1]([N:3]1[CH2:7][CH2:6][CH2:5][CH:4]1[CH2:8][O:9][C:10]1[CH:11]=[C:12]2[C:17](=[CH:18][CH:19]=1)[CH:16]=[C:15]([C:20]1[C:28]3[C:23](=[CH:24][CH:25]=[C:26]([C:29]#[N:30])[CH:27]=3)[N:22](C3CCCCO3)[N:21]=1)[CH:14]=[CH:13]2)[CH3:2].[OH-].[K+].F[P-](F)(F)(F)(F)F.N1([O:55]C(N(C)C)=[N+](C)C)C2C=CC=CC=2N=N1.O.ON1C2C=CC=CC=2N=N1.C(N(CC)CC)C.[CH2:81](N)[CH:82]([CH3:84])[CH3:83], predict the reaction product. The product is: [CH2:81]([NH:30][C:29]([C:26]1[CH:27]=[C:28]2[C:23](=[CH:24][CH:25]=1)[NH:22][N:21]=[C:20]2[C:15]1[CH:14]=[CH:13][C:12]2[C:17](=[CH:18][CH:19]=[C:10]([O:9][CH2:8][CH:4]3[CH2:5][CH2:6][CH2:7][N:3]3[CH2:1][CH3:2])[CH:11]=2)[CH:16]=1)=[O:55])[CH:82]([CH3:84])[CH3:83]. (2) Given the reactants [CH3:1][C:2]1[CH:3]=[CH:4][C:5]2[N:6]([C:8]([CH2:18][C:19]([OH:21])=[O:20])=[C:9]([C:11]3[CH:16]=[CH:15][C:14]([CH3:17])=[CH:13][CH:12]=3)[N:10]=2)[CH:7]=1.O=S(Cl)Cl.[CH3:26]O, predict the reaction product. The product is: [CH3:26][O:20][C:19](=[O:21])[CH2:18][C:8]1[N:6]2[CH:7]=[C:2]([CH3:1])[CH:3]=[CH:4][C:5]2=[N:10][C:9]=1[C:11]1[CH:16]=[CH:15][C:14]([CH3:17])=[CH:13][CH:12]=1.